This data is from Reaction yield outcomes from USPTO patents with 853,638 reactions. The task is: Predict the reaction yield, written as a fraction of the theoretical maximum amount of product (1.0 means a 100% yield; for example, 0.34 means a 34% yield). (1) The reactants are [F:1][C:2]1[CH:3]=C([CH:7]=[C:8]([O:10][C:11]2[CH:12]=[N:13][CH:14]=[N:15][CH:16]=2)[CH:9]=1)C#N.[OH-:17].[Na+].Cl.[CH2:20]([OH:22])[CH3:21]. The catalyst is CO.C(Cl)Cl. The product is [F:1][C:2]1[CH:3]=[C:21]([CH:7]=[C:8]([O:10][C:11]2[CH:12]=[N:13][CH:14]=[N:15][CH:16]=2)[CH:9]=1)[C:20]([OH:17])=[O:22]. The yield is 0.990. (2) The reactants are [CH:1]1([N:7]2[CH2:11][CH2:10][CH:9]([CH2:12][C:13]3[C:18]([Cl:19])=[CH:17][CH:16]=[C:15]([OH:20])[C:14]=3[Cl:21])[C:8]2=[O:22])[CH2:6][CH2:5][CH2:4][CH2:3][CH2:2]1.[OH-].[NH4+].[I:25]I.Cl. The catalyst is [I-].[K+]. The product is [Cl:21][C:14]1[C:15]([OH:20])=[C:16]([I:25])[CH:17]=[C:18]([Cl:19])[C:13]=1[CH2:12][CH:9]1[CH2:10][CH2:11][N:7]([CH:1]2[CH2:2][CH2:3][CH2:4][CH2:5][CH2:6]2)[C:8]1=[O:22]. The yield is 0.880. (3) The yield is 0.990. The reactants are [C:1]([C:5]1[CH:11]=[C:10]([C:12]([CH3:15])([CH3:14])[CH3:13])[CH:9]=[C:7]([OH:8])[C:6]=1[OH:16])([CH3:4])([CH3:3])[CH3:2].[CH2:17]1[CH2:21]OCC1.[H-].[Na+].[CH2:24]([N:26]([CH2:30][CH3:31])[C:27](Cl)=[O:28])[CH3:25]. The catalyst is O. The product is [CH2:24]([N:26]([CH2:21][CH3:17])[C:27](=[O:28])[O:8][C:7]1[CH:9]=[C:10]([C:12]([CH3:15])([CH3:14])[CH3:13])[CH:11]=[C:5]([C:1]([CH3:4])([CH3:3])[CH3:2])[C:6]=1[O:16][C:27](=[O:28])[N:26]([CH2:30][CH3:31])[CH2:24][CH3:25])[CH3:25]. (4) The reactants are [CH2:1]([O:8][C:9]1[CH:23]=[C:22]([CH2:24][CH3:25])[CH:21]=[CH:20][C:10]=1[O:11][C:12]1[CH:18]=[CH:17][C:15]([NH2:16])=[CH:14][C:13]=1[F:19])[C:2]1[CH:7]=[CH:6][CH:5]=[CH:4][CH:3]=1.BrCCCC1C=CC=[C:32]2[C:33]([NH:35]C(=O)[C:31]=12)=O.O.NN. The catalyst is C(O)C.C(OC(=O)C)C. The product is [CH2:1]([O:8][C:9]1[CH:23]=[C:22]([CH2:24][CH3:25])[CH:21]=[CH:20][C:10]=1[O:11][C:12]1[CH:18]=[CH:17][C:15]([NH:16][CH2:31][CH2:32][CH2:33][NH2:35])=[CH:14][C:13]=1[F:19])[C:2]1[CH:3]=[CH:4][CH:5]=[CH:6][CH:7]=1. The yield is 0.188. (5) The reactants are [OH:1][N:2]=[C:3]([Cl:13])[C@H:4]1[C:8]([CH3:10])([CH3:9])[O:7][C:6]([CH3:12])([CH3:11])[O:5]1.[CH3:14][S:15](Cl)(=[O:17])=[O:16].C(N(CC)CC)C. The catalyst is CCOCC. The product is [CH3:11][C:6]1([CH3:12])[O:5][C@@H:4]([C:3]([Cl:13])=[N:2][O:1][S:15]([CH3:14])(=[O:17])=[O:16])[C:8]([CH3:9])([CH3:10])[O:7]1. The yield is 0.662. (6) The reactants are C(=O)([O-])[O-].[K+].[K+].[NH:7]([C:14]1[C:19]([Br:20])=[CH:18][N:17]=[C:16]([NH:21][C:22]2[CH:27]=[CH:26][CH:25]=[C:24]([OH:28])[CH:23]=2)[N:15]=1)[C:8]1[CH:13]=[CH:12][CH:11]=[CH:10][CH:9]=1.Cl[CH2:30][CH:31]1[CH2:36][CH2:35][CH2:34][N:33]([CH3:37])[CH2:32]1. The catalyst is CS(C)=O. The product is [NH:7]([C:14]1[C:19]([Br:20])=[CH:18][N:17]=[C:16]([NH:21][C:22]2[CH:27]=[CH:26][CH:25]=[C:24]([O:28][CH2:30][CH:31]3[CH2:36][CH2:35][CH2:34][N:33]([CH3:37])[CH2:32]3)[CH:23]=2)[N:15]=1)[C:8]1[CH:13]=[CH:12][CH:11]=[CH:10][CH:9]=1. The yield is 0.150. (7) The reactants are [CH3:1][O:2][C:3]1[C:8]([C:9]2[CH:14]=[CH:13][N:12]=[C:11]([NH2:15])[CH:10]=2)=[CH:7][CH:6]=[CH:5][N:4]=1.[C:16](N1C=CC=CC1=O)(N1C=CC=CC1=O)=[S:17]. The catalyst is ClCCl. The product is [N:15]([C:11]1[CH:10]=[C:9]([C:8]2[C:3]([O:2][CH3:1])=[N:4][CH:5]=[CH:6][CH:7]=2)[CH:14]=[CH:13][N:12]=1)=[C:16]=[S:17]. The yield is 0.718.